This data is from Catalyst prediction with 721,799 reactions and 888 catalyst types from USPTO. The task is: Predict which catalyst facilitates the given reaction. (1) Reactant: [N:1]1([C:6]2[CH:11]=[CH:10][C:9]([NH:12][C:13]([NH2:15])=[S:14])=[CH:8][CH:7]=2)[CH:5]=[N:4][CH:3]=[N:2]1.Cl[CH:17]([CH2:21][C:22]1[CH:27]=[CH:26][CH:25]=[C:24]([Cl:28])[CH:23]=1)[C:18](=O)[CH3:19].C(N(CC)C(C)C)(C)C.ClC(Cl)=O. Product: [Cl:28][C:24]1[CH:23]=[C:22]([CH:27]=[CH:26][CH:25]=1)[CH2:21][C:17]1[S:14][C:13]([NH:12][C:9]2[CH:8]=[CH:7][C:6]([N:1]3[CH:5]=[N:4][CH:3]=[N:2]3)=[CH:11][CH:10]=2)=[N:15][C:18]=1[CH3:19]. The catalyst class is: 8. (2) Reactant: [Cl:1][C:2]1[CH:7]=[C:6]([C:8]2[N:13]=[C:12]([S:14][CH3:15])[NH:11][C:10](=O)[CH:9]=2)[CH:5]=[CH:4][N:3]=1.O=P(Cl)(Cl)[Cl:19]. Product: [Cl:19][C:10]1[CH:9]=[C:8]([C:6]2[CH:5]=[CH:4][N:3]=[C:2]([Cl:1])[CH:7]=2)[N:13]=[C:12]([S:14][CH3:15])[N:11]=1. The catalyst class is: 2. (3) Reactant: [BH4-].[Na+].[Cl:3][C:4]1[CH:9]=[C:8]([N+:10]([O-])=O)[C:7]([CH3:13])=[CH:6][C:5]=1[CH2:14][C:15]([O:17][CH3:18])=[O:16]. Product: [NH2:10][C:8]1[C:7]([CH3:13])=[CH:6][C:5]([CH2:14][C:15]([O:17][CH3:18])=[O:16])=[C:4]([Cl:3])[CH:9]=1. The catalyst class is: 5. (4) Reactant: [C:1](=O)([O-])[O-].[Cs+].[Cs+].CI.[NH2:9][C:10]1[N:14]([CH2:15][C:16]2[CH:21]=[CH:20][CH:19]=[CH:18][CH:17]=2)[N:13]=[C:12]([OH:22])[C:11]=1[C:23]1[CH:31]=[CH:30][C:26]2[O:27][CH2:28][O:29][C:25]=2[CH:24]=1.O. Product: [O:27]1[C:26]2[CH:30]=[CH:31][C:23]([C:11]3[C:12]([O:22][CH3:1])=[N:13][N:14]([CH2:15][C:16]4[CH:21]=[CH:20][CH:19]=[CH:18][CH:17]=4)[C:10]=3[NH2:9])=[CH:24][C:25]=2[O:29][CH2:28]1. The catalyst class is: 9. (5) Reactant: [C:1]([O:5][C:6]([NH:8][C@H:9]([C:40]([O:42][C:43]([CH3:46])([CH3:45])[CH3:44])=[O:41])[CH2:10][C@H:11]([CH2:19][C:20]1[CH:25]=[CH:24][C:23]([CH2:26][CH2:27][CH2:28]OS(C2C=CC(C)=CC=2)(=O)=O)=[CH:22][CH:21]=1)[C:12]([O:14][C:15]([CH3:18])([CH3:17])[CH3:16])=[O:13])=[O:7])([CH3:4])([CH3:3])[CH3:2].[F-:47].O. Product: [C:1]([O:5][C:6]([NH:8][C@H:9]([C:40]([O:42][C:43]([CH3:46])([CH3:45])[CH3:44])=[O:41])[CH2:10][CH:11]([CH2:19][C:20]1[CH:25]=[CH:24][C:23]([CH2:26][CH2:27][CH2:28][F:47])=[CH:22][CH:21]=1)[C:12]([O:14][C:15]([CH3:18])([CH3:17])[CH3:16])=[O:13])=[O:7])([CH3:4])([CH3:3])[CH3:2]. The catalyst class is: 10.